The task is: Predict the product of the given reaction.. This data is from Forward reaction prediction with 1.9M reactions from USPTO patents (1976-2016). Given the reactants Cl[CH2:2][C:3]1[CH:8]=[CH:7][N:6]=[C:5]([O:9][CH2:10][C:11]2[N:12]=[C:13]([C:17]3[CH:22]=[CH:21][CH:20]=[CH:19][CH:18]=3)[O:14][C:15]=2[CH3:16])[CH:4]=1.[OH:23][C:24]1[CH:25]=[C:26]([CH2:30][C:31]([O:33][CH3:34])=[O:32])[CH:27]=[CH:28][CH:29]=1.C(=O)([O-])[O-].[K+].[K+].CN(C)C=O, predict the reaction product. The product is: [CH3:16][C:15]1[O:14][C:13]([C:17]2[CH:22]=[CH:21][CH:20]=[CH:19][CH:18]=2)=[N:12][C:11]=1[CH2:10][O:9][C:5]1[CH:4]=[C:3]([CH2:2][O:23][C:24]2[CH:25]=[C:26]([CH2:30][C:31]([O:33][CH3:34])=[O:32])[CH:27]=[CH:28][CH:29]=2)[CH:8]=[CH:7][N:6]=1.